Dataset: Full USPTO retrosynthesis dataset with 1.9M reactions from patents (1976-2016). Task: Predict the reactants needed to synthesize the given product. (1) The reactants are: Br[C:2]1[CH:3]=[C:4]([NH:24][CH:25]([CH3:27])[CH3:26])[C:5]([CH3:23])=[C:6]([CH:22]=1)[C:7]([NH:9][CH2:10][C:11]1[C:12](=[O:21])[NH:13][C:14]([CH3:20])=[CH:15][C:16]=1[CH2:17]CC)=[O:8].CC1(C)C(C)(C)OB([C:36]2[CH:37]=[CH:38][C:39]([NH2:42])=[N:40][CH:41]=2)O1.CN1CCN(C2C=CC(B3OC(C)(C)C(C)(C)O3)=CN=2)CC1. Given the product [NH2:42][C:39]1[N:40]=[CH:41][C:36]([C:2]2[CH:3]=[C:4]([NH:24][CH:25]([CH3:26])[CH3:27])[C:5]([CH3:23])=[C:6]([CH:22]=2)[C:7]([NH:9][CH2:10][C:11]2[C:12](=[O:21])[NH:13][C:14]([CH3:20])=[CH:15][C:16]=2[CH3:17])=[O:8])=[CH:37][CH:38]=1, predict the reactants needed to synthesize it. (2) Given the product [Cl:42][C:41]1[C:40]([O:43][CH3:44])=[CH:39][C:38]([O:45][CH3:46])=[C:37]([Cl:47])[C:36]=1[N:27]([CH2:28][O:29][CH2:30][CH2:31][Si:32]([CH3:35])([CH3:33])[CH3:34])[C:25]([N:24]([CH3:48])[C:20]1[CH:19]=[C:18]([NH:13][C:10]2[CH:11]=[CH:12][C:7]([N:1]3[CH2:6][CH2:5][O:4][CH2:3][CH2:2]3)=[CH:8][C:9]=2[N+:14]([O-:16])=[O:15])[N:23]=[CH:22][N:21]=1)=[O:26], predict the reactants needed to synthesize it. The reactants are: [N:1]1([C:7]2[CH:12]=[CH:11][C:10]([NH2:13])=[C:9]([N+:14]([O-:16])=[O:15])[CH:8]=2)[CH2:6][CH2:5][O:4][CH2:3][CH2:2]1.Cl[C:18]1[N:23]=[CH:22][N:21]=[C:20]([N:24]([CH3:48])[C:25]([N:27]([C:36]2[C:41]([Cl:42])=[C:40]([O:43][CH3:44])[CH:39]=[C:38]([O:45][CH3:46])[C:37]=2[Cl:47])[CH2:28][O:29][CH2:30][CH2:31][Si:32]([CH3:35])([CH3:34])[CH3:33])=[O:26])[CH:19]=1.CC1(C)C2C(=C(P(C3C=CC=CC=3)C3C=CC=CC=3)C=CC=2)OC2C(P(C3C=CC=CC=3)C3C=CC=CC=3)=CC=CC1=2.C([O-])([O-])=O.[Cs+].[Cs+]. (3) Given the product [CH3:8][N:6]1[CH:7]=[C:2]([B:16]2[O:17][C:18]([CH3:20])([CH3:19])[C:14]([CH3:30])([CH3:13])[O:15]2)[CH:3]=[C:4]([N+:10]([O-:12])=[O:11])[C:5]1=[O:9], predict the reactants needed to synthesize it. The reactants are: Br[C:2]1[CH:3]=[C:4]([N+:10]([O-:12])=[O:11])[C:5](=[O:9])[N:6]([CH3:8])[CH:7]=1.[CH3:13][C:14]1([CH3:30])[C:18]([CH3:20])([CH3:19])[O:17][B:16]([B:16]2[O:17][C:18]([CH3:20])([CH3:19])[C:14]([CH3:30])([CH3:13])[O:15]2)[O:15]1.C([O-])(=O)C.[K+].C(Cl)Cl. (4) The reactants are: [Cl:1][C:2]1[S:3][C:4]([Cl:8])=[CH:5][C:6]=1[CH3:7].[Br:9]N1C(=O)CCC1=O. Given the product [Br:9][CH2:7][C:6]1[CH:5]=[C:4]([Cl:8])[S:3][C:2]=1[Cl:1], predict the reactants needed to synthesize it.